Task: Predict the reactants needed to synthesize the given product.. Dataset: Full USPTO retrosynthesis dataset with 1.9M reactions from patents (1976-2016) (1) The reactants are: [CH2:1]([C:3]1[CH:8]=[C:7]([C:9]2[CH:10]=[N:11][C:12](S(C)(=O)=O)=[N:13][CH:14]=2)[CH:6]=[CH:5][C:4]=1[N:19]([CH3:30])[C:20]1[N:25]=[CH:24][C:23]2[N:26]=[CH:27][N:28]([CH3:29])[C:22]=2[CH:21]=1)[CH3:2].[O:31]1[CH2:34][CH:33]([OH:35])[CH2:32]1.CC(C)([O-])C.[K+].C(Cl)Cl. Given the product [CH2:1]([C:3]1[CH:8]=[C:7]([C:9]2[CH:10]=[N:11][C:12]([O:35][CH:33]3[CH2:34][O:31][CH2:32]3)=[N:13][CH:14]=2)[CH:6]=[CH:5][C:4]=1[N:19]([CH3:30])[C:20]1[N:25]=[CH:24][C:23]2[N:26]=[CH:27][N:28]([CH3:29])[C:22]=2[CH:21]=1)[CH3:2], predict the reactants needed to synthesize it. (2) Given the product [CH3:44][O:45][C:46]1[CH:51]=[CH:50][C:49]([O:52][CH3:53])=[CH:48][C:47]=1[CH2:54][C:55]([NH:1][C:2]1[CH:43]=[CH:42][C:5]([C:6]([N:8]([CH2:34][C:35]([O:37][C:38]([CH3:39])([CH3:40])[CH3:41])=[O:36])[CH2:9][C:10]2[CH:11]=[CH:12][C:13]([C:16]3[O:20][N:19]=[C:18]([C:21]4[CH:26]=[CH:25][C:24]([C:27]5[CH:32]=[CH:31][C:30]([CH3:33])=[CH:29][CH:28]=5)=[CH:23][CH:22]=4)[N:17]=3)=[CH:14][CH:15]=2)=[O:7])=[CH:4][CH:3]=1)=[O:56], predict the reactants needed to synthesize it. The reactants are: [NH2:1][C:2]1[CH:43]=[CH:42][C:5]([C:6]([N:8]([CH2:34][C:35]([O:37][C:38]([CH3:41])([CH3:40])[CH3:39])=[O:36])[CH2:9][C:10]2[CH:15]=[CH:14][C:13]([C:16]3[O:20][N:19]=[C:18]([C:21]4[CH:26]=[CH:25][C:24]([C:27]5[CH:32]=[CH:31][C:30]([CH3:33])=[CH:29][CH:28]=5)=[CH:23][CH:22]=4)[N:17]=3)=[CH:12][CH:11]=2)=[O:7])=[CH:4][CH:3]=1.[CH3:44][O:45][C:46]1[CH:51]=[CH:50][C:49]([O:52][CH3:53])=[CH:48][C:47]=1[CH2:54][C:55](O)=[O:56].CN(C(ON1N=NC2C=CC=NC1=2)=[N+](C)C)C.F[P-](F)(F)(F)(F)F. (3) Given the product [CH3:11][CH2:12][O:10][C:8]1[CH:9]=[C:4]([C:2]([CH3:1])=[O:3])[CH:5]=[CH:6][CH:7]=1, predict the reactants needed to synthesize it. The reactants are: [CH3:1][C:2]([C:4]1[CH:5]=[CH:6][CH:7]=[C:8]([OH:10])[CH:9]=1)=[O:3].[CH2:11](I)[CH3:12].C(=O)([O-])[O-].[K+].[K+]. (4) Given the product [NH2:37][C:35](=[O:36])[CH2:34][O:1][C:2]1[CH:3]=[C:4]2[C:9](=[CH:10][CH:11]=1)[C:8](=[O:12])[N:7]([CH2:13][CH:14]([CH3:16])[CH3:15])[C:6]([CH2:17][NH:18][C:19](=[O:25])[O:20][C:21]([CH3:24])([CH3:22])[CH3:23])=[C:5]2[C:26]1[CH:31]=[CH:30][C:29]([CH3:32])=[CH:28][CH:27]=1, predict the reactants needed to synthesize it. The reactants are: [OH:1][C:2]1[CH:3]=[C:4]2[C:9](=[CH:10][CH:11]=1)[C:8](=[O:12])[N:7]([CH2:13][CH:14]([CH3:16])[CH3:15])[C:6]([CH2:17][NH:18][C:19](=[O:25])[O:20][C:21]([CH3:24])([CH3:23])[CH3:22])=[C:5]2[C:26]1[CH:31]=[CH:30][C:29]([CH3:32])=[CH:28][CH:27]=1.I[CH2:34][C:35]([NH2:37])=[O:36].C1CCN2C(=NCCC2)CC1.O. (5) Given the product [CH2:22]([NH:29][C:10](=[O:12])[C@@H:9]([NH:8][C:6]([O:5][C:1]([CH3:2])([CH3:3])[CH3:4])=[O:7])[CH2:13][CH2:14][CH2:15][N:16]1[CH2:21][CH2:20][CH2:19][CH2:18][CH2:17]1)[C:23]1[CH:28]=[CH:27][CH:26]=[CH:25][CH:24]=1, predict the reactants needed to synthesize it. The reactants are: [C:1]([O:5][C:6]([NH:8][C@@H:9]([CH2:13][CH2:14][CH2:15][N:16]1[CH2:21][CH2:20][CH2:19][CH2:18][CH2:17]1)[C:10]([OH:12])=O)=[O:7])([CH3:4])([CH3:3])[CH3:2].[CH2:22]([NH2:29])[C:23]1[CH:28]=[CH:27][CH:26]=[CH:25][CH:24]=1.O.ON1C2C=CC=CC=2N=N1.C1(N=C=NC2CCCCC2)CCCCC1.